This data is from Catalyst prediction with 721,799 reactions and 888 catalyst types from USPTO. The task is: Predict which catalyst facilitates the given reaction. (1) Reactant: [CH2:1]([O:8][C@@H:9]([C@H:12]([C@@H:21]([CH2:23][O:24][CH2:25][C:26]1[CH:31]=[CH:30][CH:29]=[CH:28][CH:27]=1)[OH:22])[O:13][CH2:14][C:15]1[CH:20]=[CH:19][CH:18]=[CH:17][CH:16]=1)[CH2:10][OH:11])[C:2]1[CH:7]=[CH:6][CH:5]=[CH:4][CH:3]=1.N1C=CN=C1.[CH3:37][C:38]([Si:41](Cl)([CH3:43])[CH3:42])([CH3:40])[CH3:39]. Product: [CH2:1]([O:8][C@@H:9]([C@H:12]([C@@H:21]([CH2:23][O:24][CH2:25][C:26]1[CH:27]=[CH:28][CH:29]=[CH:30][CH:31]=1)[OH:22])[O:13][CH2:14][C:15]1[CH:16]=[CH:17][CH:18]=[CH:19][CH:20]=1)[CH2:10][O:11][Si:41]([C:38]([CH3:40])([CH3:39])[CH3:37])([CH3:43])[CH3:42])[C:2]1[CH:7]=[CH:6][CH:5]=[CH:4][CH:3]=1. The catalyst class is: 3. (2) Reactant: C(OC(=O)[NH:7][C:8]1[CH:13]=[CH:12][C:11]([S:14][C:15]2[C:24]3[C:19](=[CH:20][CH:21]=[CH:22][CH:23]=3)[C:18](=[O:25])[N:17]([NH:26][C:27](=[O:36])[CH2:28][C:29]3[CH:34]=[CH:33][C:32]([Cl:35])=[CH:31][CH:30]=3)[N:16]=2)=[CH:10][CH:9]=1)(C)(C)C.C(O)(C(F)(F)F)=O. Product: [NH2:7][C:8]1[CH:9]=[CH:10][C:11]([S:14][C:15]2[C:24]3[C:19](=[CH:20][CH:21]=[CH:22][CH:23]=3)[C:18](=[O:25])[N:17]([NH:26][C:27](=[O:36])[CH2:28][C:29]3[CH:30]=[CH:31][C:32]([Cl:35])=[CH:33][CH:34]=3)[N:16]=2)=[CH:12][CH:13]=1. The catalyst class is: 2.